Dataset: Forward reaction prediction with 1.9M reactions from USPTO patents (1976-2016). Task: Predict the product of the given reaction. (1) Given the reactants ClC(Cl)(O[C:5](=[O:11])OC(Cl)(Cl)Cl)Cl.[Cl:13][C:14]1[CH:19]=[C:18]([NH:20][NH2:21])[N:17]=[C:16]([CH3:22])[N:15]=1.C([O-])([O-])=O.[K+].[K+].Cl[CH2:30][C:31]1[CH:32]=[CH:33][C:34]([C:37]([F:40])([F:39])[F:38])=[N:35][CH:36]=1, predict the reaction product. The product is: [Cl:13][C:14]1[N:15]=[C:16]([CH3:22])[N:17]2[C:5](=[O:11])[N:21]([CH2:30][C:31]3[CH:36]=[N:35][C:34]([C:37]([F:40])([F:38])[F:39])=[CH:33][CH:32]=3)[N:20]=[C:18]2[CH:19]=1. (2) Given the reactants ClC1C=CC=C(Cl)C=1C(Cl)=O.[CH3:12][O:13][C:14]1[CH:15]=[C:16]2[C:21](=[CH:22][C:23]=1[O:24][CH3:25])[N:20]=[CH:19][N:18]=[C:17]2[O:26][C:27]1[CH:33]=[CH:32][C:30]([NH2:31])=[CH:29][CH:28]=1.[Cl:34][C:35]1[CH:40]=[CH:39][CH:38]=[C:37]([Cl:41])[C:36]=1[C:42]([N:44]=[C:45]=[S:46])=[O:43], predict the reaction product. The product is: [Cl:34][C:35]1[CH:40]=[CH:39][CH:38]=[C:37]([Cl:41])[C:36]=1[C:42]([N:44]=[C:45]=[S:46])=[O:43].[Cl:34][C:35]1[CH:40]=[CH:39][CH:38]=[C:37]([Cl:41])[C:36]=1[C:42]([NH:44][C:45]([NH:31][C:30]1[CH:32]=[CH:33][C:27]([O:26][C:17]2[C:16]3[C:21](=[CH:22][C:23]([O:24][CH3:25])=[C:14]([O:13][CH3:12])[CH:15]=3)[N:20]=[CH:19][N:18]=2)=[CH:28][CH:29]=1)=[S:46])=[O:43]. (3) Given the reactants I[C:2]1[CH:7]=[C:6]([O:8][CH3:9])[C:5](I)=[CH:4][C:3]=1[O:11][CH3:12].[C:13]([CH:15]([CH2:22][CH2:23][CH2:24][CH2:25][CH2:26][CH2:27][CH2:28][CH3:29])[CH2:16][CH2:17][CH2:18][CH2:19][CH2:20][CH3:21])#[CH:14].O1[CH2:34][CH2:33][CH2:32][CH2:31]1, predict the reaction product. The product is: [CH2:16]([CH:15]([CH2:22][CH2:23][CH2:24][CH2:25][CH2:26][CH2:27][CH2:28][CH3:29])[C:13]#[C:14][C:2]1[CH:7]=[C:6]([O:8][CH3:9])[C:5]([C:31]#[C:32][CH:33]([CH2:34][CH2:17][CH2:16][CH2:15][CH2:13][CH3:14])[CH2:29][CH2:28][CH2:27][CH2:26][CH2:25][CH2:24][CH2:23][CH3:22])=[CH:4][C:3]=1[O:11][CH3:12])[CH2:17][CH2:18][CH2:19][CH2:20][CH3:21]. (4) The product is: [CH3:1][C:2]1[CH:7]=[C:6]([CH3:8])[CH:5]=[CH:4][C:3]=1/[CH:9]=[CH:10]\[CH:16]([S:17][CH:16](/[CH:10]=[CH:9]\[C:3]1[CH:4]=[CH:5][C:6]([CH3:8])=[CH:7][C:2]=1[CH3:1])[C:15]1[CH:18]=[CH:19][C:12]([Cl:11])=[CH:13][CH:14]=1)[C:15]1[CH:18]=[CH:19][C:12]([Cl:11])=[CH:13][CH:14]=1. Given the reactants [CH3:1][C:2]1[CH:7]=[C:6]([CH3:8])[CH:5]=[CH:4][C:3]=1[C:9]#[CH:10].[Cl:11][C:12]1[CH:19]=[CH:18][C:15]([CH2:16][SH:17])=[CH:14][CH:13]=1.[Na], predict the reaction product.